This data is from Reaction yield outcomes from USPTO patents with 853,638 reactions. The task is: Predict the reaction yield, written as a fraction of the theoretical maximum amount of product (1.0 means a 100% yield; for example, 0.34 means a 34% yield). (1) The catalyst is CCO. The product is [CH2:11]([O:13][C:14](=[O:20])[CH2:15][C:16]1[N:8]=[C:6]([C:5]2[CH:9]=[CH:10][C:2]([Cl:1])=[CH:3][CH:4]=2)[S:7][CH:18]=1)[CH3:12]. The yield is 0.890. The reactants are [Cl:1][C:2]1[CH:10]=[CH:9][C:5]([C:6]([NH2:8])=[S:7])=[CH:4][CH:3]=1.[CH2:11]([O:13][C:14](=[O:20])[CH2:15][C:16]([CH2:18]Cl)=O)[CH3:12].O. (2) The reactants are [Cl:1][C:2]1[C:3]([Cl:21])=[CH:4][C:5]2[C:6]([N:20]=1)=[N:7][C:8]([N:13]1[CH2:18][CH2:17][N:16]([CH3:19])[CH2:15][CH2:14]1)=[C:9]([NH:11][NH2:12])[N:10]=2.[CH:22](OC)(OC)OC. The catalyst is CCOCC. The product is [Cl:1][C:2]1[C:3]([Cl:21])=[CH:4][C:5]2[N:10]3[CH:22]=[N:12][N:11]=[C:9]3[C:8]([N:13]3[CH2:18][CH2:17][N:16]([CH3:19])[CH2:15][CH2:14]3)=[N:7][C:6]=2[N:20]=1. The yield is 0.450. (3) The reactants are [CH3:1][N:2]1[C:6]2=[CH:7][CH:8]=[C:9]3[C:14]([N:13]=[C:12]([C:15]4[CH:21]=[CH:20][C:18]([NH2:19])=[CH:17][CH:16]=4)[N:11]=[C:10]3[N:22]3[CH2:27][CH2:26][O:25][CH2:24][CH2:23]3)=[C:5]2[CH:4]=[CH:3]1.CCN(CC)CC.[CH3:35][S:36](Cl)(=[O:38])=[O:37]. The catalyst is C(Cl)Cl. The product is [CH3:1][N:2]1[C:6]2=[CH:7][CH:8]=[C:9]3[C:14]([N:13]=[C:12]([C:15]4[CH:16]=[CH:17][C:18]([NH:19][S:36]([CH3:35])(=[O:38])=[O:37])=[CH:20][CH:21]=4)[N:11]=[C:10]3[N:22]3[CH2:27][CH2:26][O:25][CH2:24][CH2:23]3)=[C:5]2[CH:4]=[CH:3]1. The yield is 0.260. (4) The reactants are [Br:1][C:2]1[CH:3]=[CH:4][C:5]([C:8]2([C:11]([OH:13])=O)[CH2:10][CH2:9]2)=[N:6][CH:7]=1.[CH3:14][NH:15][CH3:16]. No catalyst specified. The product is [CH3:14][N:15]([CH3:16])[C:11]([C:8]1([C:5]2[CH:4]=[CH:3][C:2]([Br:1])=[CH:7][N:6]=2)[CH2:10][CH2:9]1)=[O:13]. The yield is 1.00. (5) The reactants are [Cl:1][C:2]1[C:7](=[O:8])[N:6]([C:9]2[CH:10]=[C:11]([CH:18]=[CH:19][C:20]=2[CH3:21])[C:12]([NH:14][CH2:15][CH2:16][OH:17])=[O:13])[C:5]([CH3:22])=[N:4][C:3]=1[O:23][CH2:24][C:25]1[CH:30]=[CH:29][C:28]([F:31])=[CH:27][C:26]=1[F:32].Cl.[CH3:34][NH:35]C(=O)CN.CN1CCOCC1. No catalyst specified. The product is [Cl:1][C:2]1[C:7](=[O:8])[N:6]([C:9]2[CH:10]=[C:11]([CH:18]=[CH:19][C:20]=2[CH3:21])[C:12]([NH:14][CH2:15][C:16]([NH:35][CH3:34])=[O:17])=[O:13])[C:5]([CH3:22])=[N:4][C:3]=1[O:23][CH2:24][C:25]1[CH:30]=[CH:29][C:28]([F:31])=[CH:27][C:26]=1[F:32]. The yield is 0.330. (6) The reactants are [CH3:1][C:2]([C:4]1[CH:9]=[CH:8][CH:7]=[C:6]([NH2:10])[CH:5]=1)=[O:3].N1C=CC=CC=1.[CH2:17]([S:20](Cl)(=[O:22])=[O:21])[CH2:18][CH3:19].O. The catalyst is ClCCl. The product is [C:2]([C:4]1[CH:5]=[C:6]([NH:10][S:20]([CH2:17][CH2:18][CH3:19])(=[O:22])=[O:21])[CH:7]=[CH:8][CH:9]=1)(=[O:3])[CH3:1]. The yield is 1.00. (7) The reactants are [F:1][C:2]1[CH:3]=[C:4]([CH:23]([CH2:30][CH3:31])[CH2:24][C:25]([O:27][CH2:28][CH3:29])=[O:26])[CH:5]=[C:6]([C@H:9]([OH:22])[CH2:10]OS(C2C=CC(C)=CC=2)(=O)=O)[C:7]=1[F:8].C(=O)([O-])[O-].[K+].[K+]. The catalyst is C(O)C. The product is [F:1][C:2]1[CH:3]=[C:4]([CH:23]([CH2:30][CH3:31])[CH2:24][C:25]([O:27][CH2:28][CH3:29])=[O:26])[CH:5]=[C:6]([C@H:9]2[CH2:10][O:22]2)[C:7]=1[F:8]. The yield is 0.960.